This data is from Full USPTO retrosynthesis dataset with 1.9M reactions from patents (1976-2016). The task is: Predict the reactants needed to synthesize the given product. (1) The reactants are: [CH2:1]([C:5]1[CH:10]=[CH:9][C:8]([C:11]#[CH:12])=[CH:7][CH:6]=1)[CH2:2][CH2:3][CH3:4].C[Si]([N-][Si](C)(C)C)(C)C.[Li+].Br[C:24]1[CH:29]=[CH:28][C:27](Br)=[CH:26][C:25]=1[CH:31]1[CH2:34][CH2:33][CH2:32]1.C1(P(C2CCCCC2)C2C=[CH:46][CH:45]=[CH:44][C:43]=2[C:48]2[C:53](OC)=[CH:52][CH:51]=[CH:50][C:49]=2OC)CCCCC1.[CH2:64]1COC[CH2:65]1. Given the product [CH2:1]([C:5]1[CH:6]=[CH:7][C:8]([C:11]#[C:12][C:24]2[CH:29]=[CH:28][C:27]([C:64]#[C:65][C:51]3[CH:50]=[CH:49][C:48]([CH2:43][CH2:44][CH2:45][CH3:46])=[CH:53][CH:52]=3)=[CH:26][C:25]=2[CH:31]2[CH2:34][CH2:33][CH2:32]2)=[CH:9][CH:10]=1)[CH2:2][CH2:3][CH3:4], predict the reactants needed to synthesize it. (2) Given the product [Cl:11][C:12]1[CH:13]=[C:14]([N+:19]([O-:21])=[O:20])[CH:15]=[CH:16][C:17]=1[N:4]([CH3:3])[C:5]1[CH:10]=[CH:9][CH:8]=[CH:7][N:6]=1, predict the reactants needed to synthesize it. The reactants are: [H-].[Na+].[CH3:3][NH:4][C:5]1[CH:10]=[CH:9][CH:8]=[CH:7][N:6]=1.[Cl:11][C:12]1[CH:13]=[C:14]([N+:19]([O-:21])=[O:20])[CH:15]=[CH:16][C:17]=1F. (3) Given the product [CH3:13][O:12][C:8]1[CH:7]=[C:6]2[C:11]([CH:2]=[CH:3][CH:4]=[C:5]2[CH2:14][CH2:15][NH:16][C:17](=[O:19])[CH3:18])=[CH:10][CH:9]=1, predict the reactants needed to synthesize it. The reactants are: Cl[C:2]1[C:11]2[C:6](=[CH:7][C:8]([O:12][CH3:13])=[CH:9][CH:10]=2)[CH:5]([CH2:14][CH2:15][NH:16][C:17](=[O:19])[CH3:18])[CH2:4][CH:3]=1.CC([O-])(C)C.[K+].Cl. (4) Given the product [CH:25](=[C:29]1[CH2:34][CH2:33][N:32]([CH2:2][C@@H:3]([CH3:17])[CH2:4][N:5]2[C:10]3[CH:11]=[C:12]([CH3:15])[CH:13]=[CH:14][C:9]=3[O:8][CH2:7][C:6]2=[O:16])[CH2:31][CH2:30]1)[CH2:26][CH2:27][CH3:28], predict the reactants needed to synthesize it. The reactants are: I[CH2:2][C@@H:3]([CH3:17])[CH2:4][N:5]1[C:10]2[CH:11]=[C:12]([CH3:15])[CH:13]=[CH:14][C:9]=2[O:8][CH2:7][C:6]1=[O:16].CCN(CC)CC.[CH:25](=[C:29]1[CH2:34][CH2:33][NH:32][CH2:31][CH2:30]1)[CH2:26][CH2:27][CH3:28]. (5) Given the product [NH2:29][C:30]1[N:35]=[CH:34][N:33]=[C:32]2[N:36]([CH2:12][C:6]3[N:5]([CH2:14][C:15]4[CH:20]=[CH:19][CH:18]=[CH:17][C:16]=4[Cl:21])[C:4](=[O:22])[C:3]4[C:8](=[CH:9][CH:10]=[CH:11][C:2]=4[Br:1])[N:7]=3)[N:37]=[C:38]([C:39]3[CH:44]=[CH:43][C:42]([OH:45])=[C:41]([F:46])[CH:40]=3)[C:31]=12, predict the reactants needed to synthesize it. The reactants are: [Br:1][C:2]1[CH:11]=[CH:10][CH:9]=[C:8]2[C:3]=1[C:4](=[O:22])[N:5]([CH2:14][C:15]1[CH:20]=[CH:19][CH:18]=[CH:17][C:16]=1[Cl:21])[C:6]([CH2:12]Cl)=[N:7]2.C(=O)([O-])[O-].[K+].[K+].[NH2:29][C:30]1[N:35]=[CH:34][N:33]=[C:32]2[NH:36][N:37]=[C:38]([C:39]3[CH:44]=[CH:43][C:42]([OH:45])=[C:41]([F:46])[CH:40]=3)[C:31]=12.